From a dataset of Forward reaction prediction with 1.9M reactions from USPTO patents (1976-2016). Predict the product of the given reaction. Given the reactants [C:1]1([C:7]2[CH:8]=[N:9][N:10]([CH:12]3[CH2:17][CH2:16][CH2:15][CH2:14][O:13]3)[CH:11]=2)[CH2:6][CH2:5][CH2:4][CH2:3][CH:2]=1.O.B1([O-])O[O:20]1.O.O.O.O.[Na+].S([O-])([O-])(=O)=S.[Na+].[Na+], predict the reaction product. The product is: [O:13]1[CH2:14][CH2:15][CH2:16][CH2:17][CH:12]1[N:10]1[CH:11]=[C:7]([C@H:1]2[CH2:6][CH2:5][CH2:4][CH2:3][C@@H:2]2[OH:20])[CH:8]=[N:9]1.